This data is from Full USPTO retrosynthesis dataset with 1.9M reactions from patents (1976-2016). The task is: Predict the reactants needed to synthesize the given product. (1) Given the product [NH2:23][C@H:18]1[C@@H:19]([F:22])[CH2:20][O:21][C@H:15]([C:14]2[N:13]([CH3:31])[N:12]=[CH:11][C:10]=2[NH:9][C:7]([C:5]2[N:6]=[C:2]([C:35]3[CH:36]=[N:37][CH:38]=[C:33]([F:32])[CH:34]=3)[S:3][CH:4]=2)=[O:8])[CH2:16][CH2:17]1, predict the reactants needed to synthesize it. The reactants are: Br[C:2]1[S:3][CH:4]=[C:5]([C:7]([NH:9][C:10]2[CH:11]=[N:12][N:13]([CH3:31])[C:14]=2[C@H:15]2[O:21][CH2:20][C@H:19]([F:22])[C@H:18]([NH:23]C(=O)OC(C)(C)C)[CH2:17][CH2:16]2)=[O:8])[N:6]=1.[F:32][C:33]1[CH:34]=[C:35](B(O)O)[CH:36]=[N:37][CH:38]=1. (2) The reactants are: [CH3:1][O:2][C:3]1[CH:11]=[CH:10][CH:9]=[CH:8][C:4]=1[C:5](Cl)=[O:6].[NH2:12][C:13]1[CH:14]=[CH:15][C:16]([N+:23]([O-:25])=[O:24])=[C:17]([C:19]([F:22])([F:21])[F:20])[CH:18]=1.C(N(CC)CC)C. Given the product [CH3:1][O:2][C:3]1[CH:11]=[CH:10][CH:9]=[CH:8][C:4]=1[C:5]([NH:12][C:13]1[CH:14]=[CH:15][C:16]([N+:23]([O-:25])=[O:24])=[C:17]([C:19]([F:20])([F:21])[F:22])[CH:18]=1)=[O:6], predict the reactants needed to synthesize it. (3) Given the product [CH:1]([S:5][C:6]1[N:15]([C:16]2[CH:21]=[CH:20][CH:19]=[CH:18][C:17]=2[O:22][CH3:23])[C:14](=[O:24])[C:13]2[C:8](=[CH:9][C:10]([CH3:25])=[CH:11][CH:12]=2)[N:7]=1)([CH3:3])[CH3:2], predict the reactants needed to synthesize it. The reactants are: [CH:1](Br)([CH3:3])[CH3:2].[SH:5][C:6]1[N:15]([C:16]2[CH:21]=[CH:20][CH:19]=[CH:18][C:17]=2[O:22][CH3:23])[C:14](=[O:24])[C:13]2[C:8](=[CH:9][C:10]([CH3:25])=[CH:11][CH:12]=2)[N:7]=1.C(=O)([O-])[O-].[K+].[K+]. (4) Given the product [NH2:25][C:20]1[CH:21]=[CH:22][CH:23]=[CH:24][C:19]=1[NH:18][CH:15]1[CH2:16][CH2:17][N:12]([C:4]2[CH:3]=[C:2]([CH3:1])[CH:7]=[CH:6][C:5]=2[NH:8][C:9](=[O:11])[CH3:10])[CH2:13][CH2:14]1, predict the reactants needed to synthesize it. The reactants are: [CH3:1][C:2]1[CH:7]=[CH:6][C:5]([NH:8][C:9](=[O:11])[CH3:10])=[C:4]([N:12]2[CH2:17][CH2:16][CH:15]([NH:18][C:19]3[CH:24]=[CH:23][CH:22]=[CH:21][C:20]=3[N+:25]([O-])=O)[CH2:14][CH2:13]2)[CH:3]=1.[H][H]. (5) Given the product [C:32]([C:31]1[CH:34]=[CH:35][C:28]([O:27][CH2:8][C:9]([N:11]2[CH2:26][CH2:25][C:14]3([CH2:17][N:16]([C:18]([O:20][C:21]([CH3:24])([CH3:23])[CH3:22])=[O:19])[CH2:15]3)[CH2:13][CH2:12]2)=[O:10])=[C:29]([CH:36]([CH3:38])[CH3:37])[CH:30]=1)#[N:33], predict the reactants needed to synthesize it. The reactants are: C(=O)([O-])[O-].[Cs+].[Cs+].Br[CH2:8][C:9]([N:11]1[CH2:26][CH2:25][C:14]2([CH2:17][N:16]([C:18]([O:20][C:21]([CH3:24])([CH3:23])[CH3:22])=[O:19])[CH2:15]2)[CH2:13][CH2:12]1)=[O:10].[OH:27][C:28]1[CH:35]=[CH:34][C:31]([C:32]#[N:33])=[CH:30][C:29]=1[CH:36]([CH3:38])[CH3:37].